Dataset: Peptide-MHC class I binding affinity with 185,985 pairs from IEDB/IMGT. Task: Regression. Given a peptide amino acid sequence and an MHC pseudo amino acid sequence, predict their binding affinity value. This is MHC class I binding data. (1) The MHC is H-2-Kb with pseudo-sequence H-2-Kb. The binding affinity (normalized) is 0.213. The peptide sequence is MAHLRKVIL. (2) The peptide sequence is QFVDINRNNK. The MHC is HLA-A03:01 with pseudo-sequence HLA-A03:01. The binding affinity (normalized) is 0.303. (3) The peptide sequence is ISDSAQNMM. The MHC is HLA-B07:02 with pseudo-sequence HLA-B07:02. The binding affinity (normalized) is 0.0847. (4) The peptide sequence is TLYCVHQRI. The MHC is HLA-A30:01 with pseudo-sequence HLA-A30:01. The binding affinity (normalized) is 0.0892. (5) The peptide sequence is FIDRGSIKIK. The MHC is HLA-A03:01 with pseudo-sequence HLA-A03:01. The binding affinity (normalized) is 0.427. (6) The peptide sequence is NYLRKRVMF. The MHC is HLA-A24:02 with pseudo-sequence HLA-A24:02. The binding affinity (normalized) is 0.0944. (7) The binding affinity (normalized) is 0.0847. The MHC is HLA-A24:03 with pseudo-sequence HLA-A24:03. The peptide sequence is TPVWHVTSA. (8) The peptide sequence is AVEDFLAFF. The MHC is HLA-B39:01 with pseudo-sequence HLA-B39:01. The binding affinity (normalized) is 0.0847. (9) The peptide sequence is EENLLDFVRF. The MHC is Patr-B2401 with pseudo-sequence Patr-B2401. The binding affinity (normalized) is 0. (10) The peptide sequence is INFEFVCL. The MHC is H-2-Kb with pseudo-sequence H-2-Kb. The binding affinity (normalized) is 0.731.